This data is from Full USPTO retrosynthesis dataset with 1.9M reactions from patents (1976-2016). The task is: Predict the reactants needed to synthesize the given product. (1) Given the product [CH3:12][O:13][C:14]1[CH:15]=[C:16]([NH:17][C:4](=[NH:5])[CH2:3][C:2](=[O:1])[C:6]2[CH:7]=[CH:8][CH:9]=[CH:10][CH:11]=2)[CH:18]=[CH:19][C:20]=1[O:21][CH3:22], predict the reactants needed to synthesize it. The reactants are: [O:1]=[C:2]([C:6]1[CH:11]=[CH:10][CH:9]=[CH:8][CH:7]=1)[CH2:3][C:4]#[N:5].[CH3:12][O:13][C:14]1[CH:15]=[C:16]([CH:18]=[CH:19][C:20]=1[O:21][CH3:22])[NH2:17]. (2) Given the product [N:1]1([CH:14]([CH2:17][CH3:18])[CH2:15][O:16][CH2:20][C:21]2[CH:26]=[CH:25][C:24]([C:27]#[N:28])=[CH:23][CH:22]=2)[C:13]2[C:12]3[CH:11]=[CH:10][CH:9]=[CH:8][C:7]=3[N:6]=[CH:5][C:4]=2[N:3]=[CH:2]1, predict the reactants needed to synthesize it. The reactants are: [N:1]1([CH:14]([CH2:17][CH3:18])[CH2:15][OH:16])[C:13]2[C:12]3[CH:11]=[CH:10][CH:9]=[CH:8][C:7]=3[N:6]=[CH:5][C:4]=2[N:3]=[CH:2]1.Br[CH2:20][C:21]1[CH:26]=[CH:25][C:24]([C:27]#[N:28])=[CH:23][CH:22]=1.[OH-].[Na+].